Dataset: Forward reaction prediction with 1.9M reactions from USPTO patents (1976-2016). Task: Predict the product of the given reaction. Given the reactants [C:1]([O:4][C@@H:5]([C@H:8]([C@@H:13]([C@@H:18]([CH2:23][O:24][C:25](=[O:27])[CH3:26])[O:19][C:20](=O)C)[O:14][C:15](=[O:17])[CH3:16])[O:9][C:10](=[O:12])[CH3:11])C=O)(=[O:3])[CH3:2].[BrH:28], predict the reaction product. The product is: [CH3:26][C:25]([O:24][CH2:23][C@H:18]1[O:19][C@H:20]([Br:28])[C@@H:5]([O:4][C:1]([CH3:2])=[O:3])[C@@H:8]([O:9][C:10]([CH3:11])=[O:12])[C@@H:13]1[O:14][C:15]([CH3:16])=[O:17])=[O:27].